This data is from NCI-60 drug combinations with 297,098 pairs across 59 cell lines. The task is: Regression. Given two drug SMILES strings and cell line genomic features, predict the synergy score measuring deviation from expected non-interaction effect. (1) Drug 1: CC1=C2C(C(=O)C3(C(CC4C(C3C(C(C2(C)C)(CC1OC(=O)C(C(C5=CC=CC=C5)NC(=O)C6=CC=CC=C6)O)O)OC(=O)C7=CC=CC=C7)(CO4)OC(=O)C)O)C)OC(=O)C. Drug 2: C1=CC=C(C(=C1)C(C2=CC=C(C=C2)Cl)C(Cl)Cl)Cl. Cell line: MDA-MB-231. Synergy scores: CSS=4.41, Synergy_ZIP=-0.655, Synergy_Bliss=2.20, Synergy_Loewe=-2.59, Synergy_HSA=-1.65. (2) Drug 1: CC=C1C(=O)NC(C(=O)OC2CC(=O)NC(C(=O)NC(CSSCCC=C2)C(=O)N1)C(C)C)C(C)C. Drug 2: C1CN(P(=O)(OC1)NCCCl)CCCl. Cell line: MOLT-4. Synergy scores: CSS=30.9, Synergy_ZIP=3.01, Synergy_Bliss=1.72, Synergy_Loewe=-35.7, Synergy_HSA=-2.86. (3) Drug 1: C1=NC2=C(N1)C(=S)N=CN2. Drug 2: C1=NNC2=C1C(=O)NC=N2. Cell line: A498. Synergy scores: CSS=7.57, Synergy_ZIP=-2.57, Synergy_Bliss=-1.39, Synergy_Loewe=-28.0, Synergy_HSA=-1.60. (4) Drug 1: CCCCCOC(=O)NC1=NC(=O)N(C=C1F)C2C(C(C(O2)C)O)O. Drug 2: C1C(C(OC1N2C=NC(=NC2=O)N)CO)O. Cell line: A549. Synergy scores: CSS=1.74, Synergy_ZIP=0.214, Synergy_Bliss=1.33, Synergy_Loewe=-2.12, Synergy_HSA=-0.720. (5) Drug 1: C1=C(C(=O)NC(=O)N1)F. Drug 2: CCC1(CC2CC(C3=C(CCN(C2)C1)C4=CC=CC=C4N3)(C5=C(C=C6C(=C5)C78CCN9C7C(C=CC9)(C(C(C8N6C)(C(=O)OC)O)OC(=O)C)CC)OC)C(=O)OC)O.OS(=O)(=O)O. Cell line: MDA-MB-231. Synergy scores: CSS=29.5, Synergy_ZIP=-6.19, Synergy_Bliss=-1.24, Synergy_Loewe=0.971, Synergy_HSA=1.46. (6) Drug 1: CC1C(C(CC(O1)OC2CC(CC3=C2C(=C4C(=C3O)C(=O)C5=C(C4=O)C(=CC=C5)OC)O)(C(=O)C)O)N)O.Cl. Drug 2: C1=CC(=CC=C1CCCC(=O)O)N(CCCl)CCCl. Cell line: SF-268. Synergy scores: CSS=58.1, Synergy_ZIP=0.852, Synergy_Bliss=5.06, Synergy_Loewe=5.59, Synergy_HSA=5.78.